Dataset: Reaction yield outcomes from USPTO patents with 853,638 reactions. Task: Predict the reaction yield, written as a fraction of the theoretical maximum amount of product (1.0 means a 100% yield; for example, 0.34 means a 34% yield). (1) The reactants are [O:1]=[C:2]1[C:11]2[CH:10]=[CH:9][CH:8]=[C:7]3[NH:12][CH:13]([C:21]4[CH:22]=[C:23]([CH:26]=[CH:27][CH:28]=4)[CH:24]=O)[CH:14]([C:15]4[CH:20]=[CH:19][CH:18]=[CH:17][CH:16]=4)[C:5]([C:6]=23)=[N:4][NH:3]1.CO.[CH3:31][NH:32][CH3:33].C([BH3-])#N.[Na+].C(O)(=O)C. The catalyst is CO. The product is [CH3:31][N:32]([CH2:24][C:23]1[CH:22]=[C:21]([CH:13]2[NH:12][C:7]3[C:6]4[C:5](=[N:4][NH:3][C:2](=[O:1])[C:11]=4[CH:10]=[CH:9][CH:8]=3)[CH:14]2[C:15]2[CH:20]=[CH:19][CH:18]=[CH:17][CH:16]=2)[CH:28]=[CH:27][CH:26]=1)[CH3:33]. The yield is 0.640. (2) The reactants are [CH3:1][S:2][C:3]1[S:4][C:5]2[CH:11]=[C:10]([OH:12])[CH:9]=[CH:8][C:6]=2[N:7]=1.[CH3:13][NH:14][C:15]([C:17]1[CH:22]=[C:21](Cl)[CH:20]=[CH:19][N:18]=1)=[O:16].O. The catalyst is CN(C=O)C. The product is [CH3:13][NH:14][C:15]([C:17]1[CH:22]=[C:21]([O:12][C:10]2[CH:9]=[CH:8][C:6]3[N:7]=[C:3]([S:2][CH3:1])[S:4][C:5]=3[CH:11]=2)[CH:20]=[CH:19][N:18]=1)=[O:16]. The yield is 0.620. (3) The reactants are C[O:2][C:3]([C:5]1[C:13]([NH:14][C:15]2[CH:20]=[CH:19][C:18]([Br:21])=[CH:17][C:16]=2[Cl:22])=[C:12]([F:23])[C:8]2[N:9]=[CH:10][NH:11][C:7]=2[CH:6]=1)=[O:4].[OH-].[Na+]. The catalyst is CCO.C(OCC)(=O)C.O.Cl. The product is [Br:21][C:18]1[CH:19]=[CH:20][C:15]([NH:14][C:13]2[C:5]([C:3]([OH:4])=[O:2])=[CH:6][C:7]3[NH:11][CH:10]=[N:9][C:8]=3[C:12]=2[F:23])=[C:16]([Cl:22])[CH:17]=1. The yield is 0.390. (4) The reactants are C[O:2][C:3](=[O:16])[C:4]1[CH:9]=[CH:8][C:7]([C:10]#[C:11][C:12]#[C:13][CH2:14][CH3:15])=[CH:6][CH:5]=1.C1COCC1.[OH-].[Na+].OP(O)(O)=O. The catalyst is O. The product is [C:10]([C:7]1[CH:8]=[CH:9][C:4]([C:3]([OH:16])=[O:2])=[CH:5][CH:6]=1)#[C:11][C:12]#[C:13][CH2:14][CH3:15]. The yield is 0.834. (5) The reactants are C(OC(=O)[NH:7][C@H:8]([C:10](=[O:26])[NH:11][C:12]1[CH:17]=[CH:16][C:15]([F:18])=[CH:14][C:13]=1[NH:19][C:20]1[CH:25]=[N:24][CH:23]=[CH:22][N:21]=1)[CH3:9])(C)(C)C.[ClH:28]. No catalyst specified. The product is [ClH:28].[NH2:7][C@@H:8]([CH3:9])[C:10]([NH:11][C:12]1[CH:17]=[CH:16][C:15]([F:18])=[CH:14][C:13]=1[NH:19][C:20]1[CH:25]=[N:24][CH:23]=[CH:22][N:21]=1)=[O:26]. The yield is 0.990. (6) The reactants are [C:1]([N:24]1[CH2:29][CH2:28][N:27](C(OC(C)(C)C)=O)[CH2:26][CH2:25]1)(=[O:23])[CH2:2][CH2:3][CH:4]=[CH:5][CH2:6][CH:7]=[CH:8][CH2:9][CH:10]=[CH:11][CH2:12][CH:13]=[CH:14][CH2:15][CH:16]=[CH:17][CH2:18][CH:19]=[CH:20][CH2:21][CH3:22].C(C(O)=O)(F)(F)F.C([O-])([O-])=O.[Na+].[Na+]. The catalyst is C(Cl)Cl. The product is [N:24]1([C:1](=[O:23])[CH2:2][CH2:3][CH:4]=[CH:5][CH2:6][CH:7]=[CH:8][CH2:9][CH:10]=[CH:11][CH2:12][CH:13]=[CH:14][CH2:15][CH:16]=[CH:17][CH2:18][CH:19]=[CH:20][CH2:21][CH3:22])[CH2:29][CH2:28][NH:27][CH2:26][CH2:25]1. The yield is 0.975. (7) The yield is 0.790. The reactants are [Cl:1][C:2]1[N:7]=[C:6]([C:8]2[S:12][C:11]([CH:13]([CH3:15])[CH3:14])=[N:10][C:9]=2[C:16]2[CH:17]=[C:18]([CH:20]=[CH:21][CH:22]=2)[NH2:19])[CH:5]=[CH:4][N:3]=1.[F:23][C:24]1[CH:25]=[CH:26][C:27]([O:34][CH3:35])=[C:28]([S:30](Cl)(=[O:32])=[O:31])[CH:29]=1. No catalyst specified. The product is [Cl:1][C:2]1[N:7]=[C:6]([C:8]2[S:12][C:11]([CH:13]([CH3:15])[CH3:14])=[N:10][C:9]=2[C:16]2[CH:17]=[C:18]([NH:19][S:30]([C:28]3[CH:29]=[C:24]([F:23])[CH:25]=[CH:26][C:27]=3[O:34][CH3:35])(=[O:31])=[O:32])[CH:20]=[CH:21][CH:22]=2)[CH:5]=[CH:4][N:3]=1. (8) The reactants are [CH:1]([NH:4][C:5]1[O:9][C:8]([C:10]2[CH:11]=[C:12]3[C:16](=[CH:17][CH:18]=2)[N:15]([S:19]([C:22]2[CH:28]=[CH:27][C:25]([CH3:26])=[CH:24][CH:23]=2)(=[O:21])=[O:20])[CH:14]=[C:13]3[C:29]2[CH:30]=[N:31][CH:32]=[C:33]([CH:37]=2)[C:34](O)=[O:35])=[N:7][N:6]=1)([CH3:3])[CH3:2].C1C[N:41]([P+](ON2N=NC3C=CC=CC2=3)(N2CCCC2)N2CCCC2)[CH2:40]C1.F[P-](F)(F)(F)(F)F.C1C=CC2N(O)N=NC=2C=1.CCN(C(C)C)C(C)C.Cl.CN. The catalyst is CN(C=O)C. The product is [CH:1]([NH:4][C:5]1[O:9][C:8]([C:10]2[CH:11]=[C:12]3[C:16](=[CH:17][CH:18]=2)[N:15]([S:19]([C:22]2[CH:23]=[CH:24][C:25]([CH3:26])=[CH:27][CH:28]=2)(=[O:21])=[O:20])[CH:14]=[C:13]3[C:29]2[CH:30]=[N:31][CH:32]=[C:33]([CH:37]=2)[C:34]([NH:41][CH3:40])=[O:35])=[N:7][N:6]=1)([CH3:2])[CH3:3]. The yield is 0.290. (9) The reactants are [CH2:1](Br)[CH:2]=[CH2:3].[Cl:5][C:6]1[CH:7]=[C:8]([CH2:13][C:14]([N:16]2[CH2:21][CH2:20][NH:19][CH2:18][C@@H:17]2[CH2:22][N:23]2[CH2:27][CH2:26][CH2:25][CH2:24]2)=[O:15])[CH:9]=[CH:10][C:11]=1[Cl:12].Cl. No catalyst specified. The product is [ClH:5].[CH2:1]([N:19]1[CH2:20][CH2:21][N:16]([C:14](=[O:15])[CH2:13][C:8]2[CH:9]=[CH:10][C:11]([Cl:12])=[C:6]([Cl:5])[CH:7]=2)[C@H:17]([CH2:22][N:23]2[CH2:27][CH2:26][CH2:25][CH2:24]2)[CH2:18]1)[CH:2]=[CH2:3]. The yield is 0.810.